This data is from Full USPTO retrosynthesis dataset with 1.9M reactions from patents (1976-2016). The task is: Predict the reactants needed to synthesize the given product. (1) The reactants are: [C:1]([O:4][C@H:5]1[C@H:10]([O:11][C:12](=[O:14])[CH3:13])[C@@H:9]([O:15][C:16](=[O:18])[CH3:17])[C@H:8]([C:19]2[CH:24]=[CH:23][C:22]([Cl:25])=[C:21]([CH2:26]Br)[CH:20]=2)[O:7][C@@H:6]1[CH2:28][O:29][C:30](=[O:32])[CH3:31])(=[O:3])[CH3:2].CC1(C)C(C)(C)OB([C:41]2[CH:46]=[CH:45][C:44]([C:47](=[O:50])[CH2:48][CH3:49])=[CH:43][CH:42]=2)O1.C([O-])([O-])=O.[Na+].[Na+]. Given the product [C:1]([O:4][C@H:5]1[C@H:10]([O:11][C:12](=[O:14])[CH3:13])[C@@H:9]([O:15][C:16](=[O:18])[CH3:17])[C@H:8]([C:19]2[CH:24]=[CH:23][C:22]([Cl:25])=[C:21]([CH2:26][C:41]3[CH:46]=[CH:45][C:44]([C:47](=[O:50])[CH2:48][CH3:49])=[CH:43][CH:42]=3)[CH:20]=2)[O:7][C@@H:6]1[CH2:28][O:29][C:30](=[O:32])[CH3:31])(=[O:3])[CH3:2], predict the reactants needed to synthesize it. (2) Given the product [Cl:17][C:4]1[CH:3]=[C:2]([C:22]2[CH:23]=[CH:24][C:19]([Cl:18])=[C:20]([C:28]([F:31])([F:30])[F:29])[CH:21]=2)[C:10]2[N:9]3[CH2:11][CH2:12][NH:13][C:14](=[O:15])[C:8]3=[C:7]([CH3:16])[C:6]=2[CH:5]=1, predict the reactants needed to synthesize it. The reactants are: Br[C:2]1[C:10]2[N:9]3[CH2:11][CH2:12][NH:13][C:14](=[O:15])[C:8]3=[C:7]([CH3:16])[C:6]=2[CH:5]=[C:4]([Cl:17])[CH:3]=1.[Cl:18][C:19]1[CH:24]=[CH:23][C:22](B(O)O)=[CH:21][C:20]=1[C:28]([F:31])([F:30])[F:29]. (3) Given the product [Cl:8][C:9]1[CH:10]=[CH:11][C:12]([CH2:31][NH:32][C:33]2[CH:38]=[CH:37][C:36]([C:39]3[CH:40]=[CH:41][C:42]([Cl:45])=[CH:43][CH:44]=3)=[CH:35][CH:34]=2)=[C:13]([C:15]2[CH:16]=[CH:17][C:18]([C:21]([NH:23][CH2:24][CH2:25][C:26]([OH:28])=[O:27])=[O:22])=[N:19][CH:20]=2)[CH:14]=1, predict the reactants needed to synthesize it. The reactants are: [OH-].[Na+].C1COCC1.[Cl:8][C:9]1[CH:10]=[CH:11][C:12]([CH2:31][NH:32][C:33]2[CH:38]=[CH:37][C:36]([C:39]3[CH:44]=[CH:43][C:42]([Cl:45])=[CH:41][CH:40]=3)=[CH:35][CH:34]=2)=[C:13]([C:15]2[CH:16]=[CH:17][C:18]([C:21]([NH:23][CH2:24][CH2:25][C:26]([O:28]CC)=[O:27])=[O:22])=[N:19][CH:20]=2)[CH:14]=1. (4) Given the product [Cl:23][C:24]1[CH:2]=[CH:3][CH:4]=[CH:5][C:1]=1[NH:6][C:7]1[C:12]([CH3:13])=[C:11]([CH3:14])[N:10]=[C:9]([NH:15][CH2:16][C:17]2[CH:22]=[CH:21][CH:20]=[CH:19][N:18]=2)[N:8]=1, predict the reactants needed to synthesize it. The reactants are: [CH:1]1([NH:6][C:7]2[C:12]([CH3:13])=[C:11]([CH3:14])[N:10]=[C:9]([NH:15][CH2:16][C:17]3[CH:22]=[CH:21][CH:20]=[CH:19][N:18]=3)[N:8]=2)[CH2:5][CH2:4][CH2:3][CH2:2]1.[Cl:23][C:24]1C=CC=CC=1N. (5) Given the product [F:11][C:5]1[CH:6]=[CH:7][CH:8]=[C:9]2[C:4]=1[C:2]([CH3:1])=[N:13][NH:14]2, predict the reactants needed to synthesize it. The reactants are: [CH3:1][C:2]([C:4]1[C:9](F)=[CH:8][CH:7]=[CH:6][C:5]=1[F:11])=O.O.[NH2:13][NH2:14]. (6) Given the product [Cl:1][C:2]1[CH:3]=[C:4]([C:16]([NH:18][C@H:19]([C:21]2[CH:29]=[CH:28][C:24]([C:25]([OH:27])=[O:26])=[CH:23][CH:22]=2)[CH3:20])=[O:17])[C:5]([O:37][C:33]2[CH:34]=[CH:35][CH:36]=[C:31]([Cl:30])[C:32]=2[CH3:38])=[N:6][CH:7]=1, predict the reactants needed to synthesize it. The reactants are: [Cl:1][C:2]1[CH:3]=[C:4]([C:16]([NH:18][C@H:19]([C:21]2[CH:29]=[CH:28][C:24]([C:25]([OH:27])=[O:26])=[CH:23][CH:22]=2)[CH3:20])=[O:17])[C:5](OC2C=CC=C(F)C=2)=[N:6][CH:7]=1.[Cl:30][C:31]1[C:32]([CH3:38])=[C:33]([OH:37])[CH:34]=[CH:35][CH:36]=1. (7) The reactants are: [Br:1]Br.[CH3:3][CH:4]1[CH:9]([C:10]([O:12][CH3:13])=[O:11])[C:8](=[O:14])[CH:7]=[CH:6][CH2:5]1. Given the product [Br:1][C:7]1[C:8]([OH:14])=[C:9]([C:4]([CH3:3])=[CH:5][CH:6]=1)[C:10]([O:12][CH3:13])=[O:11], predict the reactants needed to synthesize it.